From a dataset of Forward reaction prediction with 1.9M reactions from USPTO patents (1976-2016). Predict the product of the given reaction. (1) Given the reactants [Br:1][C:2]1[CH:7]=[C:6]([CH3:8])[CH:5]=[C:4]([CH3:9])[CH:3]=1.[O-:10][Mn](=O)(=O)=O.[K+].[OH2:16], predict the reaction product. The product is: [Br:1][C:2]1[CH:7]=[C:6]([CH:5]=[C:4]([CH3:9])[CH:3]=1)[C:8]([OH:10])=[O:16]. (2) Given the reactants [CH2:1]([O:3][C:4]([C:6]1[S:7][C:8]([CH:11]([OH:13])[CH3:12])=[CH:9][CH:10]=1)=[O:5])[CH3:2].[CH3:14][C:15]1[CH:20]=[C:19](O)[CH:18]=[C:17]([CH3:22])[C:16]=1[C:23]1[CH:28]=[CH:27][C:26]([C:29]([F:32])([F:31])[F:30])=[CH:25][CH:24]=1.C1C=CC(P(C2C=CC=CC=2)C2C=CC=CC=2)=CC=1.N(C(N1CCCCC1)=O)=NC(N1CCCCC1)=O, predict the reaction product. The product is: [CH2:1]([O:3][C:4]([C:6]1[S:7][C:8]([CH:11]([O:13][C:19]2[CH:20]=[C:15]([CH3:14])[C:16]([C:23]3[CH:28]=[CH:27][C:26]([C:29]([F:30])([F:32])[F:31])=[CH:25][CH:24]=3)=[C:17]([CH3:22])[CH:18]=2)[CH3:12])=[CH:9][CH:10]=1)=[O:5])[CH3:2]. (3) Given the reactants C(OC(=O)[NH:7][C@@H:8]1[CH2:13][CH2:12][C@@H:11]([C:14](=[O:28])[NH:15][C:16]2[CH:17]=[CH:18][CH:19]=[C:20]3[C:25]=2[N:24]=[C:23]([C:26]#[N:27])[CH:22]=[CH:21]3)[CH2:10][C@@H:9]1[OH:29])(C)(C)C.FC(F)(F)C(O)=O, predict the reaction product. The product is: [C:26]([C:23]1[CH:22]=[CH:21][C:20]2[C:25](=[C:16]([NH:15][C:14]([C@@H:11]3[CH2:12][CH2:13][C@@H:8]([NH2:7])[C@@H:9]([OH:29])[CH2:10]3)=[O:28])[CH:17]=[CH:18][CH:19]=2)[N:24]=1)#[N:27]. (4) Given the reactants FC1C=CC=C(OC)C=1OC1C=CC(C)=CC=1[N+]([O-])=O.BrN1C(=O)CCC1=O.C(OO[C:39](=[O:46])C1C=CC=CC=1)(=O)C1C=CC=CC=1.CS([O-])=O.[Na+].[F:52][C:53]1[CH:71]=[CH:70][CH:69]=[C:68]([O:72][CH3:73])[C:54]=1[O:55][C:56]1[CH:62]=[CH:61][C:60]([CH2:63][S:64]([CH3:67])(=[O:66])=[O:65])=[CH:59][C:57]=1[NH2:58].[NH2:74][C:75]1[S:76][CH:77]=[CH:78][N:79]=1, predict the reaction product. The product is: [F:52][C:53]1[CH:71]=[CH:70][CH:69]=[C:68]([O:72][CH3:73])[C:54]=1[O:55][C:56]1[CH:62]=[CH:61][C:60]([CH2:63][S:64]([CH3:67])(=[O:66])=[O:65])=[CH:59][C:57]=1[NH:58][C:39]([NH:74][C:75]1[S:76][CH:77]=[CH:78][N:79]=1)=[O:46]. (5) Given the reactants Br[C:2]1[CH:7]=[CH:6][C:5]([S:8]([N:11]2[CH2:25][CH2:24][C:14]3([O:19][CH2:18][C:17](=[O:20])[N:16]([CH:21]4[CH2:23][CH2:22]4)[CH2:15]3)[CH2:13][CH2:12]2)(=[O:10])=[O:9])=[CH:4][CH:3]=1.CC1(C)C(C)(C)OB([C:34]2[CH:41]=[CH:40][C:37]([C:38]#[N:39])=[CH:36][CH:35]=2)O1.C([O-])([O-])=O.[K+].[K+], predict the reaction product. The product is: [CH:21]1([N:16]2[CH2:15][C:14]3([CH2:24][CH2:25][N:11]([S:8]([C:5]4[CH:6]=[CH:7][C:2]([C:34]5[CH:41]=[CH:40][C:37]([C:38]#[N:39])=[CH:36][CH:35]=5)=[CH:3][CH:4]=4)(=[O:10])=[O:9])[CH2:12][CH2:13]3)[O:19][CH2:18][C:17]2=[O:20])[CH2:23][CH2:22]1. (6) Given the reactants [Cl:1][C:2]1[C:10]([O:11][CH:12]([CH3:14])[CH3:13])=[CH:9][C:8]([C:15]2[CH:16]=[N:17][N:18]([CH3:20])[CH:19]=2)=[CH:7][C:3]=1[C:4]([OH:6])=O.F[P-](F)(F)(F)(F)F.N1(OC(N(C)C)=[N+](C)C)C2N=CC=CC=2N=N1.CN1CCOCC1.Cl.[NH2:53][CH2:54][C:55]1[C:56](=[O:63])[NH:57][C:58]([CH3:62])=[CH:59][C:60]=1[CH3:61], predict the reaction product. The product is: [Cl:1][C:2]1[C:10]([O:11][CH:12]([CH3:14])[CH3:13])=[CH:9][C:8]([C:15]2[CH:16]=[N:17][N:18]([CH3:20])[CH:19]=2)=[CH:7][C:3]=1[C:4]([NH:53][CH2:54][C:55]1[C:56](=[O:63])[NH:57][C:58]([CH3:62])=[CH:59][C:60]=1[CH3:61])=[O:6]. (7) Given the reactants C(O)C.[Cl-].[NH4+].[CH3:6][C:7]1[CH:12]=[C:11]([CH3:13])[CH:10]=[CH:9][C:8]=1[N:14]1[CH2:19][CH2:18][N:17]([C:20]([C:22]2[CH:27]=[CH:26][C:25]([N+:28]([O-])=O)=[CH:24][C:23]=2[NH:31][S:32]([CH3:35])(=[O:34])=[O:33])=[O:21])[CH2:16][CH2:15]1, predict the reaction product. The product is: [NH2:28][C:25]1[CH:26]=[CH:27][C:22]([C:20]([N:17]2[CH2:16][CH2:15][N:14]([C:8]3[CH:9]=[CH:10][C:11]([CH3:13])=[CH:12][C:7]=3[CH3:6])[CH2:19][CH2:18]2)=[O:21])=[C:23]([NH:31][S:32]([CH3:35])(=[O:34])=[O:33])[CH:24]=1.